Dataset: Reaction yield outcomes from USPTO patents with 853,638 reactions. Task: Predict the reaction yield, written as a fraction of the theoretical maximum amount of product (1.0 means a 100% yield; for example, 0.34 means a 34% yield). (1) The reactants are [CH:1]1[C:10]2[C:5](=[CH:6][CH:7]=[CH:8][CH:9]=2)[CH:4]=[CH:3][C:2]=1[S:11]([NH:14][CH2:15][CH2:16][CH2:17][C:18]([OH:20])=O)(=[O:13])=[O:12].[N:21]1[CH:26]=[CH:25][C:24]([N:27]2[CH2:32][CH2:31][NH:30][CH2:29][CH2:28]2)=[CH:23][CH:22]=1. No catalyst specified. The product is [N:21]1[CH:26]=[CH:25][C:24]([N:27]2[CH2:28][CH2:29][N:30]([C:18]([CH2:17][CH2:16][CH2:15][NH:14][S:11]([C:2]3[CH:3]=[CH:4][C:5]4[C:10](=[CH:9][CH:8]=[CH:7][CH:6]=4)[CH:1]=3)(=[O:12])=[O:13])=[O:20])[CH2:31][CH2:32]2)=[CH:23][CH:22]=1. The yield is 0.150. (2) The reactants are C([O-])(=O)C.C([O-])(=O)C.[CH3:9][O:10][C:11]1[CH:16]=[CH:15][C:14]([IH+:17])=[CH:13][CH:12]=1.[CH3:18][O:19][C:20]1[CH:25]=[CH:24][C:23]([IH+])=[CH:22][CH:21]=1.O.[S:28]([C:32]1[CH:38]=[CH:37][C:35]([CH3:36])=[CH:34][CH:33]=1)([OH:31])(=[O:30])=[O:29].IC1C=CC(OC)=CC=1. The catalyst is C(#N)C. The product is [S:28]([C:32]1[CH:38]=[CH:37][C:35]([CH3:36])=[CH:34][CH:33]=1)([O-:31])(=[O:30])=[O:29].[CH3:9][O:10][C:11]1[CH:16]=[CH:15][C:14]([I+:17][C:23]2[CH:24]=[CH:25][C:20]([O:19][CH3:18])=[CH:21][CH:22]=2)=[CH:13][CH:12]=1. The yield is 0.820.